From a dataset of Catalyst prediction with 721,799 reactions and 888 catalyst types from USPTO. Predict which catalyst facilitates the given reaction. (1) Reactant: [F:1][C:2]([F:16])([F:15])[C:3]1[CH:8]=[CH:7][C:6]([C:9]2[N:10]=[C:11]([NH2:14])[S:12][CH:13]=2)=[CH:5][CH:4]=1.C(N(CC)CC)C.Cl[C:25](Cl)([O:27]C(=O)OC(Cl)(Cl)Cl)Cl.[CH2:36]1[C:45]2[C:40](=[CH:41][C:42]([O:46][C:47]([CH3:53])([CH3:52])[C:48]([O:50][CH3:51])=[O:49])=[CH:43][CH:44]=2)[CH2:39][CH2:38][NH:37]1. Product: [F:16][C:2]([F:1])([F:15])[C:3]1[CH:4]=[CH:5][C:6]([C:9]2[N:10]=[C:11]([NH:14][C:25]([N:37]3[CH2:38][CH2:39][C:40]4[C:45](=[CH:44][CH:43]=[C:42]([O:46][C:47]([CH3:53])([CH3:52])[C:48]([O:50][CH3:51])=[O:49])[CH:41]=4)[CH2:36]3)=[O:27])[S:12][CH:13]=2)=[CH:7][CH:8]=1. The catalyst class is: 20. (2) Reactant: [CH:1]([O:4][C:5](=[O:14])[C:6]1[CH:11]=[C:10]([CH3:12])[N:9]=[C:8](Cl)[CH:7]=1)([CH3:3])[CH3:2].[Br-].[CH2:16]([CH:18]([Zn+])[CH2:19][CH3:20])[CH3:17].C1COCC1. Product: [CH:1]([O:4][C:5](=[O:14])[C:6]1[CH:11]=[C:10]([CH3:12])[N:9]=[C:8]([CH:18]([CH2:19][CH3:20])[CH2:16][CH3:17])[CH:7]=1)([CH3:3])[CH3:2]. The catalyst class is: 12. (3) Reactant: [Cl:1][C:2]1[CH:7]=[CH:6][C:5]([N:8]2[C:16](=[O:17])[C:15]3[N:14]=[CH:13][N:12]([C:18]4[CH:19]=[C:20]([NH:24][S:25]([CH3:28])(=[O:27])=[O:26])[CH:21]=[CH:22][CH:23]=4)[C:11]=3[N:10]=[C:9]2[C:29]2[CH:34]=[CH:33][C:32](B3OC(C)(C)C(C)(C)O3)=[CH:31][CH:30]=2)=[CH:4][CH:3]=1.I[C:45]1[CH:50]=[N:49][CH:48]=[CH:47][N:46]=1.C(=O)([O-])[O-].[Cs+].[Cs+]. Product: [Cl:1][C:2]1[CH:7]=[CH:6][C:5]([N:8]2[C:16](=[O:17])[C:15]3[N:14]=[CH:13][N:12]([C:18]4[CH:19]=[C:20]([NH:24][S:25]([CH3:28])(=[O:27])=[O:26])[CH:21]=[CH:22][CH:23]=4)[C:11]=3[N:10]=[C:9]2[C:29]2[CH:30]=[CH:31][C:32]([C:45]3[CH:50]=[N:49][CH:48]=[CH:47][N:46]=3)=[CH:33][CH:34]=2)=[CH:4][CH:3]=1. The catalyst class is: 423. (4) Reactant: [C:1]([C:3]1[CH:4]=[C:5]([OH:9])[CH:6]=[CH:7][CH:8]=1)#[N:2].[C:27]1(P([C:23]2[CH:28]=[CH:27][CH:26]=CC=2)[C:27]2[CH:26]=CC=[CH:23][CH:28]=2)[CH:26]=CC=[CH:23][CH:28]=1.C1(O)CCC1.N(C(OCC)=O)=NC(OCC)=O. Product: [CH:26]1([O:9][C:5]2[CH:4]=[C:3]([CH2:1][NH2:2])[CH:8]=[CH:7][CH:6]=2)[CH2:27][CH2:28][CH2:23]1. The catalyst class is: 182. (5) Reactant: [CH2:1]([NH2:4])[C:2]#[CH:3].C(N(C(C)C)CC)(C)C.Cl[C:15]([O:17][CH2:18][CH:19]1[C:31]2[CH:30]=[CH:29][CH:28]=[CH:27][C:26]=2[C:25]2[C:20]1=[CH:21][CH:22]=[CH:23][CH:24]=2)=[O:16]. Product: [CH:30]1[C:31]2[CH:19]([CH2:18][O:17][C:15](=[O:16])[NH:4][CH2:1][C:2]#[CH:3])[C:20]3[C:25](=[CH:24][CH:23]=[CH:22][CH:21]=3)[C:26]=2[CH:27]=[CH:28][CH:29]=1. The catalyst class is: 9. (6) Reactant: [CH3:1][O:2][C:3](=[O:17])[C:4]1[CH:9]=[CH:8][C:7]([NH:10][CH2:11][CH2:12][OH:13])=[C:6]([N+:14]([O-])=O)[CH:5]=1. Product: [CH3:1][O:2][C:3](=[O:17])[C:4]1[CH:9]=[CH:8][C:7]([NH:10][CH2:11][CH2:12][OH:13])=[C:6]([NH2:14])[CH:5]=1. The catalyst class is: 19. (7) Reactant: [C:1]([C:5]1[CH:10]=[CH:9][C:8]([N:11]2[C:15](=[O:16])[C:14]([CH3:18])([CH3:17])[N:13]([CH2:19][C:20]3[CH:25]=[CH:24][N:23]=[C:22]([NH:26][C:27](=O)[O:28]CC)[CH:21]=3)[C:12]2=[O:32])=[CH:7][CH:6]=1)([CH3:4])([CH3:3])[CH3:2].[CH3:33][NH:34][CH:35]1[CH2:39][CH2:38][CH2:37][CH2:36]1.C(N(CC)CC)C. Product: [C:1]([C:5]1[CH:10]=[CH:9][C:8]([N:11]2[C:15](=[O:16])[C:14]([CH3:18])([CH3:17])[N:13]([CH2:19][C:20]3[CH:25]=[CH:24][N:23]=[C:22]([NH:26][C:27](=[O:28])[N:34]([CH:35]4[CH2:39][CH2:38][CH2:37][CH2:36]4)[CH3:33])[CH:21]=3)[C:12]2=[O:32])=[CH:7][CH:6]=1)([CH3:2])([CH3:3])[CH3:4]. The catalyst class is: 7. (8) Reactant: [N+:1]([C:4]1[C:5]([CH3:11])=[CH:6][C:7]([OH:10])=[CH:8][CH:9]=1)([O-:3])=[O:2].Br[CH2:13][CH2:14][OH:15].C(=O)([O-])[O-].[K+].[K+]. Product: [CH3:11][C:5]1[CH:6]=[C:7]([CH:8]=[CH:9][C:4]=1[N+:1]([O-:3])=[O:2])[O:10][CH2:13][CH2:14][OH:15]. The catalyst class is: 9. (9) Product: [OH:8][CH2:9][C:10]1([CH3:40])[S:16][CH2:15][CH2:14][N:13]2[C:17]([C:20]3([C:23]4[CH:24]=[CH:25][C:26]([C:29]5[CH:30]=[CH:31][C:32]([C:35]([N:37]([CH3:39])[CH3:38])=[O:36])=[CH:33][CH:34]=5)=[CH:27][CH:28]=4)[CH2:22][CH2:21]3)=[N:18][N:19]=[C:12]2[CH2:11]1. The catalyst class is: 5. Reactant: [Si]([O:8][CH2:9][C:10]1([CH3:40])[S:16][CH2:15][CH2:14][N:13]2[C:17]([C:20]3([C:23]4[CH:28]=[CH:27][C:26]([C:29]5[CH:34]=[CH:33][C:32]([C:35]([N:37]([CH3:39])[CH3:38])=[O:36])=[CH:31][CH:30]=5)=[CH:25][CH:24]=4)[CH2:22][CH2:21]3)=[N:18][N:19]=[C:12]2[CH2:11]1)(C(C)(C)C)(C)C.Cl. (10) Reactant: [H-].[Na+].[C:3]([O:7][C:8]([NH:10][C@H:11]1[CH2:15][CH2:14][N:13]([S:16]([C:19]2[CH:20]=[C:21]3[C:26](=[CH:27][CH:28]=2)[CH:25]=[N:24][CH:23]=[CH:22]3)(=[O:18])=[O:17])[CH2:12]1)=[O:9])([CH3:6])([CH3:5])[CH3:4].[CH2:29](I)[CH2:30][CH2:31][CH3:32]. Product: [C:3]([O:7][C:8]([N:10]([CH:11]1[CH2:15][CH2:14][N:13]([S:16]([C:19]2[CH:20]=[C:21]3[C:26](=[CH:27][CH:28]=2)[CH:25]=[N:24][CH:23]=[CH:22]3)(=[O:18])=[O:17])[CH2:12]1)[CH2:29][CH2:30][CH2:31][CH3:32])=[O:9])([CH3:6])([CH3:4])[CH3:5]. The catalyst class is: 9.